Task: Predict the reactants needed to synthesize the given product.. Dataset: Full USPTO retrosynthesis dataset with 1.9M reactions from patents (1976-2016) (1) Given the product [C:1]([O:5][CH2:6][CH:7]([O:9][C:13]1[C:22]2[C:17](=[CH:18][C:19]([O:23][CH3:24])=[CH:20][CH:21]=2)[N:16]=[CH:15][CH:14]=1)[CH3:8])([CH3:4])([CH3:3])[CH3:2], predict the reactants needed to synthesize it. The reactants are: [C:1]([O:5][CH2:6][CH:7]([OH:9])[CH3:8])([CH3:4])([CH3:3])[CH3:2].[H-].[Na+].Cl[C:13]1[C:22]2[C:17](=[CH:18][C:19]([O:23][CH3:24])=[CH:20][CH:21]=2)[N:16]=[CH:15][CH:14]=1.C([O-])(O)=O.[Na+]. (2) Given the product [CH3:1][O:3][C:4]([C:6]1[CH:7]=[C:8]2[C:16](=[CH:17][CH:18]=1)[NH:15][CH:14]=[C:9]2[CH2:10][C:11]#[N:12])=[O:5], predict the reactants needed to synthesize it. The reactants are: [CH2:1]([O:3][C:4]([C:6]1[CH:7]=[C:8]2[C:16](=[CH:17][CH:18]=1)[NH:15][C:14]1C(=O)[NH:12][CH2:11][CH2:10][C:9]2=1)=[O:5])C.[OH-].[Li+].Cl.